This data is from Catalyst prediction with 721,799 reactions and 888 catalyst types from USPTO. The task is: Predict which catalyst facilitates the given reaction. (1) Reactant: [Cl:1][C:2]1[CH:7]=[CH:6][CH:5]=[CH:4][C:3]=1[S:8]([NH:11][CH2:12][C:13]1[S:17][C:16]([C:18]2[CH:23]=[CH:22][CH:21]=[C:20]([S:24]([CH3:27])(=[O:26])=[O:25])[CH:19]=2)=[N:15][CH:14]=1)(=[O:10])=[O:9].[CH2:28](Br)[C:29]1[CH:34]=[CH:33][CH:32]=[CH:31][CH:30]=1.C(=O)([O-])[O-].[Cs+].[Cs+]. Product: [CH2:28]([N:11]([CH2:12][C:13]1[S:17][C:16]([C:18]2[CH:23]=[CH:22][CH:21]=[C:20]([S:24]([CH3:27])(=[O:25])=[O:26])[CH:19]=2)=[N:15][CH:14]=1)[S:8]([C:3]1[CH:4]=[CH:5][CH:6]=[CH:7][C:2]=1[Cl:1])(=[O:10])=[O:9])[C:29]1[CH:34]=[CH:33][CH:32]=[CH:31][CH:30]=1. The catalyst class is: 675. (2) Reactant: [CH2:1]([O:8][CH2:9][CH2:10][N:11]1[C:16](=[O:17])[CH:15]=[N:14][N:13]([CH2:18][CH2:19][CH2:20][CH2:21]Cl)[C:12]1=[O:23])[C:2]1[CH:7]=[CH:6][CH:5]=[CH:4][CH:3]=1.[CH3:24][O:25][C:26]1[CH:31]=[CH:30][CH:29]=[CH:28][C:27]=1[N:32]1[CH2:37][CH2:36][NH:35][CH2:34][CH2:33]1.C(N(CC)CC)C. Product: [CH2:1]([O:8][CH2:9][CH2:10][N:11]1[C:16](=[O:17])[CH:15]=[N:14][N:13]([CH2:18][CH2:19][CH2:20][CH2:21][N:35]2[CH2:34][CH2:33][N:32]([C:27]3[CH:28]=[CH:29][CH:30]=[CH:31][C:26]=3[O:25][CH3:24])[CH2:37][CH2:36]2)[C:12]1=[O:23])[C:2]1[CH:7]=[CH:6][CH:5]=[CH:4][CH:3]=1. The catalyst class is: 51.